From a dataset of SARS-CoV-2 main protease (3CLPro) crystallographic fragment screen with 879 compounds. Binary Classification. Given a drug SMILES string, predict its activity (active/inactive) in a high-throughput screening assay against a specified biological target. The compound is CC(=O)N1CC(C(=O)O)C1. The result is 0 (inactive).